Task: Regression. Given two drug SMILES strings and cell line genomic features, predict the synergy score measuring deviation from expected non-interaction effect.. Dataset: NCI-60 drug combinations with 297,098 pairs across 59 cell lines Drug 1: CC1=C(C=C(C=C1)NC2=NC=CC(=N2)N(C)C3=CC4=NN(C(=C4C=C3)C)C)S(=O)(=O)N.Cl. Drug 2: CCCCC(=O)OCC(=O)C1(CC(C2=C(C1)C(=C3C(=C2O)C(=O)C4=C(C3=O)C=CC=C4OC)O)OC5CC(C(C(O5)C)O)NC(=O)C(F)(F)F)O. Cell line: SK-MEL-5. Synergy scores: CSS=-0.940, Synergy_ZIP=1.00, Synergy_Bliss=1.16, Synergy_Loewe=-0.574, Synergy_HSA=-1.32.